From a dataset of Full USPTO retrosynthesis dataset with 1.9M reactions from patents (1976-2016). Predict the reactants needed to synthesize the given product. (1) The reactants are: [CH3:1][O:2][C:3](=[O:27])[C@@H:4]([N:16]1[CH:20]=[CH:19][CH:18]=[C:17]1[C:21](=[O:26])[C:22]([F:25])([F:24])[F:23])[CH2:5][C:6]1[CH:11]=[CH:10][C:9]([O:12]C(=O)C)=[CH:8][CH:7]=1.C([O-])([O-])=O.[K+].[K+].O.Cl. Given the product [CH3:1][O:2][C:3](=[O:27])[C@@H:4]([N:16]1[CH:20]=[CH:19][CH:18]=[C:17]1[C:21](=[O:26])[C:22]([F:23])([F:24])[F:25])[CH2:5][C:6]1[CH:7]=[CH:8][C:9]([OH:12])=[CH:10][CH:11]=1, predict the reactants needed to synthesize it. (2) Given the product [OH:9][CH:7]1[CH2:6][C:5]2[C:10](=[CH:11][CH:12]=[C:3]([C:2]([F:14])([F:13])[F:1])[CH:4]=2)[CH:8]1[N:21]1[CH2:20][CH2:19][N:18]([C:22]([O:24][C:25]([CH3:28])([CH3:27])[CH3:26])=[O:23])[CH2:17][C@@H:16]1[CH3:15], predict the reactants needed to synthesize it. The reactants are: [F:1][C:2]([F:14])([F:13])[C:3]1[CH:12]=[CH:11][C:10]2[CH:8]3[O:9][CH:7]3[CH2:6][C:5]=2[CH:4]=1.[CH3:15][C@@H:16]1[NH:21][CH2:20][CH2:19][N:18]([C:22]([O:24][C:25]([CH3:28])([CH3:27])[CH3:26])=[O:23])[CH2:17]1. (3) Given the product [Br:15][C:6]1[C:7]2[CH2:8][CH2:9][C:10](=[O:12])[C:2]=2[CH:3]=[N:4][CH:5]=1, predict the reactants needed to synthesize it. The reactants are: Br[C:2]1[CH:3]=[N:4][CH:5]=[C:6]([Br:15])[C:7]=1[CH2:8][CH2:9][C:10]([O:12]CC)=O.[Li]CCCC. (4) Given the product [CH3:16][Si:2]([CH3:15])([CH3:1])[C:3]1[NH:37][N:36]=[N:35][C:4]=1[CH2:5][N:6]1[CH:10]=[C:9]([C:11]([O:13][CH3:14])=[O:12])[N:8]=[N:7]1, predict the reactants needed to synthesize it. The reactants are: [CH3:1][Si:2]([CH3:16])([CH3:15])[C:3]#[C:4][CH2:5][N:6]1[CH:10]=[C:9]([C:11]([O:13][CH3:14])=[O:12])[N:8]=[N:7]1.CN(C)C=O.[Na].O=C1O[C@H]([C@H](CO)O)C(O)=C1O.[N:35]([Si](C)(C)C)=[N+:36]=[N-:37]. (5) Given the product [CH3:1][O:2][C:3](=[O:16])[CH2:4][CH:5]([NH:7][CH3:8])[CH3:6], predict the reactants needed to synthesize it. The reactants are: [CH3:1][O:2][C:3](=[O:16])[CH2:4][CH:5]([N:7](CC1C=CC=CC=1)[CH3:8])[CH3:6].